From a dataset of Full USPTO retrosynthesis dataset with 1.9M reactions from patents (1976-2016). Predict the reactants needed to synthesize the given product. (1) Given the product [Br:1][C:2]1[CH:3]=[CH:4][C:5]([N:14]2[CH2:13][C@H:12]([CH3:11])[O:17][C@H:16]([CH3:18])[CH2:15]2)=[C:6]([CH:9]=1)[CH:7]=[O:8], predict the reactants needed to synthesize it. The reactants are: [Br:1][C:2]1[CH:3]=[CH:4][C:5](F)=[C:6]([CH:9]=1)[CH:7]=[O:8].[CH3:11][C@H:12]1[O:17][C@@H:16]([CH3:18])[CH2:15][NH:14][CH2:13]1.C(N(C(C)C)C(C)C)C. (2) Given the product [Br:1][C:2]1[CH:7]=[C:6]([CH2:8][OH:9])[C:5]([F:10])=[CH:4][N:3]=1, predict the reactants needed to synthesize it. The reactants are: [Br:1][C:2]1[CH:7]=[C:6]([CH:8]=[O:9])[C:5]([F:10])=[CH:4][N:3]=1.[BH4-].[Na+]. (3) Given the product [Cl:1][C:2]1[CH:7]=[C:6]([OH:8])[CH:5]=[CH:4][C:3]=1[S:10]([NH:13][C:14]1[CH:15]=[CH:16][C:17]2[CH2:21][O:20][B:19]([OH:22])[C:18]=2[CH:23]=1)(=[O:12])=[O:11], predict the reactants needed to synthesize it. The reactants are: [Cl:1][C:2]1[CH:7]=[C:6]([O:8]C)[CH:5]=[CH:4][C:3]=1[S:10]([NH:13][C:14]1[CH:15]=[CH:16][C:17]2[CH2:21][O:20][B:19]([OH:22])[C:18]=2[CH:23]=1)(=[O:12])=[O:11].BrB(Br)Br.CC(C)=O.C(=O)=O. (4) Given the product [N:1]1([C:10]2[S:14][C:38]([C:37]([NH:32][CH3:28])=[O:39])=[C:12]([O:18][CH2:19][C:20]3[CH:25]=[CH:24][CH:23]=[CH:22][C:21]=3[CH3:26])[CH:11]=2)[C:5]2[CH:6]=[CH:7][CH:8]=[CH:9][C:4]=2[N:3]=[CH:2]1, predict the reactants needed to synthesize it. The reactants are: [N:1]1([C:10]2[S:14]C(C(O)=O)=[C:12]([O:18][CH2:19][C:20]3[CH:25]=[CH:24][CH:23]=[CH:22][C:21]=3[CH3:26])[CH:11]=2)[C:5]2[CH:6]=[CH:7][CH:8]=[CH:9][C:4]=2[N:3]=[CH:2]1.Cl[C:28]([N:32](C)C)=C(C)C.CN.[CH2:37]([OH:39])[CH3:38].C(N(C(C)C)CC)(C)C. (5) Given the product [Cl:21][C:22]1[CH:30]=[CH:29][C:25]([C:26]([N:13]2[CH2:14][CH:15]3[CH:11]([CH2:10][N:9]([C:4]4[N:5]=[C:6]([CH3:8])[CH:7]=[C:2]([CH3:1])[N:3]=4)[CH2:16]3)[CH2:12]2)=[O:27])=[C:24]([O:31][CH3:32])[CH:23]=1, predict the reactants needed to synthesize it. The reactants are: [CH3:1][C:2]1[CH:7]=[C:6]([CH3:8])[N:5]=[C:4]([N:9]2[CH2:16][CH:15]3[CH:11]([CH2:12][NH:13][CH2:14]3)[CH2:10]2)[N:3]=1.CC(O)=O.[Cl:21][C:22]1[CH:30]=[CH:29][C:25]([C:26](O)=[O:27])=[C:24]([O:31][CH3:32])[CH:23]=1. (6) Given the product [F:41][C:42]([F:47])([F:46])[C:43]([OH:45])=[O:44].[F:37][C:15]1[CH:14]=[C:13]([C@@H:11]2[CH2:12][NH:8][C@H:9]([C:38]([OH:40])=[O:39])[CH2:10]2)[CH:18]=[CH:17][C:16]=1[C:19]1[S:20][C:21]2[C:26]([N:27]=1)=[CH:25][CH:24]=[C:23]([C:28]1([C:31]3[CH:36]=[CH:35][CH:34]=[CH:33][CH:32]=3)[CH2:29][CH2:30]1)[N:22]=2, predict the reactants needed to synthesize it. The reactants are: C(OC([N:8]1[CH2:12][C@@H:11]([C:13]2[CH:18]=[CH:17][C:16]([C:19]3[S:20][C:21]4[C:26]([N:27]=3)=[CH:25][CH:24]=[C:23]([C:28]3([C:31]5[CH:36]=[CH:35][CH:34]=[CH:33][CH:32]=5)[CH2:30][CH2:29]3)[N:22]=4)=[C:15]([F:37])[CH:14]=2)[CH2:10][C@H:9]1[C:38]([OH:40])=[O:39])=O)(C)(C)C.[F:41][C:42]([F:47])([F:46])[C:43]([OH:45])=[O:44]. (7) Given the product [CH2:25]([C:2]1[CH:22]=[C:21]([CH3:23])[C:5]([O:6][C:7]2[C:12]([CH3:13])=[C:11]([NH:14][CH:15]([CH2:18][CH3:19])[CH2:16][CH3:17])[CH:10]=[C:9]([CH3:20])[N:8]=2)=[C:4]([CH3:24])[CH:3]=1)[CH3:26], predict the reactants needed to synthesize it. The reactants are: Br[C:2]1[CH:22]=[C:21]([CH3:23])[C:5]([O:6][C:7]2[C:12]([CH3:13])=[C:11]([NH:14][CH:15]([CH2:18][CH3:19])[CH2:16][CH3:17])[CH:10]=[C:9]([CH3:20])[N:8]=2)=[C:4]([CH3:24])[CH:3]=1.[CH2:25]([Li])[CH2:26]CC.C(I)C. (8) The reactants are: [CH:1]1[C:10]2[CH2:9][CH2:8][CH2:7][CH2:6][C:5]=2[CH:4]=[CH:3][C:2]=1[O:11][CH2:12][C:13]1[O:17][N:16]=[C:15]([C:18]([O:20]CC)=[O:19])[CH:14]=1.C(O)C.[OH-].[K+]. Given the product [CH:1]1[C:10]2[CH2:9][CH2:8][CH2:7][CH2:6][C:5]=2[CH:4]=[CH:3][C:2]=1[O:11][CH2:12][C:13]1[O:17][N:16]=[C:15]([C:18]([OH:20])=[O:19])[CH:14]=1, predict the reactants needed to synthesize it. (9) Given the product [CH3:1][C:2]1[CH:3]=[N:4][N:5]([CH:8]2[CH2:9][CH2:10][CH2:11][CH2:12][O:7]2)[CH:6]=1, predict the reactants needed to synthesize it. The reactants are: [CH3:1][C:2]1[CH:3]=[N:4][NH:5][CH:6]=1.[O:7]1[CH:12]=[CH:11][CH2:10][CH2:9][CH2:8]1.[H-].[Na+]. (10) Given the product [Cl:39][C:40]1[CH:41]=[CH:42][C:43]([CH2:46][O:47][C:48]2[CH:53]=[CH:52][N:51]([CH2:54][CH2:55][C:56]3[CH:61]=[CH:60][C:59]([CH:62]4[CH2:66][CH2:65][CH2:64][N:63]4[CH3:4])=[CH:58][CH:57]=3)[C:50](=[O:67])[CH:49]=2)=[N:44][CH:45]=1, predict the reactants needed to synthesize it. The reactants are: C=O.F[C:4]1C=CC(COC2C=CN(CCC3C=CC(C4CCCN4C(OC(C)(C)C)=O)=CC=3)C(=O)C=2)=CC=1.[Cl:39][C:40]1[CH:41]=[CH:42][C:43]([CH2:46][O:47][C:48]2[CH:53]=[CH:52][N:51]([CH2:54][CH2:55][C:56]3[CH:61]=[CH:60][C:59]([CH:62]4[CH2:66][CH2:65][CH2:64][NH:63]4)=[CH:58][CH:57]=3)[C:50](=[O:67])[CH:49]=2)=[N:44][CH:45]=1.